From a dataset of Forward reaction prediction with 1.9M reactions from USPTO patents (1976-2016). Predict the product of the given reaction. (1) The product is: [C:1]([O:5][C:6]([N:8]([CH3:36])[C:9]1[CH:10]=[CH:11][C:12]([C:15]([N:17]([CH3:33])[CH2:18][CH2:19][CH2:20][N:21]([CH3:32])[C:22](=[O:31])[O:23][CH2:24][C:25]2[CH:26]=[CH:27][CH:28]=[CH:29][CH:30]=2)=[O:16])=[N:13][CH:14]=1)=[O:7])([CH3:2])([CH3:4])[CH3:3]. Given the reactants [C:1]([O:5][C:6]([NH:8][C:9]1[CH:10]=[CH:11][C:12]([C:15]([N:17]([CH3:33])[CH2:18][CH2:19][CH2:20][N:21]([CH3:32])[C:22](=[O:31])[O:23][CH2:24][C:25]2[CH:30]=[CH:29][CH:28]=[CH:27][CH:26]=2)=[O:16])=[N:13][CH:14]=1)=[O:7])([CH3:4])([CH3:3])[CH3:2].[H-].[Na+].[CH3:36]I.O, predict the reaction product. (2) Given the reactants [F:1][CH:2]([F:22])[O:3][C:4]1[CH:5]=[C:6]([NH:14][C:15]2[CH:20]=[CH:19][CH:18]=[C:17]([Cl:21])[CH:16]=2)[CH:7]=[CH:8][C:9]=1[O:10][CH:11]([F:13])[F:12].[CH3:23][C:24]1([CH3:27])[CH2:26][O:25]1.C([O-])([O-])=O.[Ca+2].CN(C=O)C, predict the reaction product. The product is: [F:22][CH:2]([F:1])[O:3][C:4]1[CH:5]=[C:6]([N:14]([C:15]2[CH:20]=[CH:19][CH:18]=[C:17]([Cl:21])[CH:16]=2)[CH2:23][C:24]([CH3:27])([OH:25])[CH3:26])[CH:7]=[CH:8][C:9]=1[O:10][CH:11]([F:12])[F:13]. (3) Given the reactants [C:1](Cl)(=[O:3])[CH3:2].[S:5]1[C:9]2[CH:10]=[CH:11][CH:12]=[CH:13][C:8]=2[N:7]=[CH:6]1.[Al+3].[Cl-].[Cl-].[Cl-].C[Si]([C:22]#[N:23])(C)C, predict the reaction product. The product is: [C:1]([N:7]1[C:8]2[CH:13]=[CH:12][CH:11]=[CH:10][C:9]=2[S:5][CH:6]1[C:22]#[N:23])(=[O:3])[CH3:2].